The task is: Binary Classification. Given a T-cell receptor sequence (or CDR3 region) and an epitope sequence, predict whether binding occurs between them.. This data is from TCR-epitope binding with 47,182 pairs between 192 epitopes and 23,139 TCRs. (1) The epitope is YEGNSPFHPL. The TCR CDR3 sequence is CASSITDNQPQHF. Result: 0 (the TCR does not bind to the epitope). (2) The epitope is KRWIILGLNK. The TCR CDR3 sequence is CASSRADDSYEQYF. Result: 1 (the TCR binds to the epitope). (3) The epitope is NLVPMVATV. The TCR CDR3 sequence is CASSLAGPNNEQFF. Result: 1 (the TCR binds to the epitope).